Task: Predict the reaction yield, written as a fraction of the theoretical maximum amount of product (1.0 means a 100% yield; for example, 0.34 means a 34% yield).. Dataset: Reaction yield outcomes from USPTO patents with 853,638 reactions (1) The reactants are [F:1][C:2]1[C:10]([CH2:11][NH2:12])=[CH:9][CH:8]=[C:7]2[C:3]=1[CH:4]=[CH:5][NH:6]2.[CH3:13][C:14]([O:17][C:18](O[C:18]([O:17][C:14]([CH3:16])([CH3:15])[CH3:13])=[O:19])=[O:19])([CH3:16])[CH3:15]. The catalyst is C(Cl)Cl. The product is [F:1][C:2]1[C:10]([CH2:11][NH:12][C:18](=[O:19])[O:17][C:14]([CH3:16])([CH3:15])[CH3:13])=[CH:9][CH:8]=[C:7]2[C:3]=1[CH:4]=[CH:5][NH:6]2. The yield is 0.870. (2) The reactants are [F:1][C:2]1[CH:7]=[C:6]([I:8])[CH:5]=[CH:4][C:3]=1[NH:9][C:10](=[O:38])[C@@H:11]([N:17]1[C:21](=[O:22])[C@@H:20]([C:23]2[CH:28]=[CH:27][C:26]([O:29][CH2:30][CH2:31][O:32]C(C)(C)C)=[CH:25][CH:24]=2)[NH:19][C:18]1=[O:37])[CH2:12][C:13]([CH3:16])([CH3:15])[CH3:14].C[Si](I)(C)C.CO. The catalyst is ClCCl. The product is [F:1][C:2]1[CH:7]=[C:6]([I:8])[CH:5]=[CH:4][C:3]=1[NH:9][C:10](=[O:38])[C@@H:11]([N:17]1[C:21](=[O:22])[C@@H:20]([C:23]2[CH:24]=[CH:25][C:26]([O:29][CH2:30][CH2:31][OH:32])=[CH:27][CH:28]=2)[NH:19][C:18]1=[O:37])[CH2:12][C:13]([CH3:16])([CH3:14])[CH3:15]. The yield is 0.470. (3) The reactants are [N:1]1([C:7]2[CH2:10][C:9](=[O:11])[CH:8]=2)[CH2:6][CH2:5][O:4][CH2:3][CH2:2]1.[BH4-].[Na+].CC(C)=O. The catalyst is C(O)C.ClCCl. The product is [N:1]1([C@@H:7]2[CH2:8][C@H:9]([OH:11])[CH2:10]2)[CH2:2][CH2:3][O:4][CH2:5][CH2:6]1. The yield is 1.00. (4) The reactants are [CH3:1][O:2][C:3]1[CH:4]=[C:5]2[C:10](=[CH:11][C:12]=1[O:13][CH3:14])[N:9]=[CH:8][CH:7]=[C:6]2[O:15][C:16]1[CH:21]=[CH:20][C:19]([NH2:22])=[CH:18][C:17]=1[F:23].[NH4+].[N:25]#[C:26][S-:27].BrBr. The catalyst is CC(O)=O. The product is [CH3:1][O:2][C:3]1[CH:4]=[C:5]2[C:10](=[CH:11][C:12]=1[O:13][CH3:14])[N:9]=[CH:8][CH:7]=[C:6]2[O:15][C:16]1[C:17]([F:23])=[CH:18][C:19]2[N:22]=[C:26]([NH2:25])[S:27][C:20]=2[CH:21]=1. The yield is 0.480. (5) The reactants are N1C=CN=C1.[C:6]([Si:10](Cl)([C:17]1[CH:22]=[CH:21][CH:20]=[CH:19][CH:18]=1)[C:11]1[CH:16]=[CH:15][CH:14]=[CH:13][CH:12]=1)([CH3:9])([CH3:8])[CH3:7].[Cl:24][C:25]1[C@@H:26]([OH:32])[C@@H:27]([OH:31])[CH:28]=[CH:29][CH:30]=1. The catalyst is C(Cl)Cl. The product is [O:31]([CH:27]1[CH:26]([OH:32])[C:25]([Cl:24])=[CH:30][CH:29]=[CH:28]1)[Si:10]([C:6]([CH3:9])([CH3:8])[CH3:7])([C:17]1[CH:22]=[CH:21][CH:20]=[CH:19][CH:18]=1)[C:11]1[CH:16]=[CH:15][CH:14]=[CH:13][CH:12]=1. The yield is 0.780. (6) The reactants are [F:1][C:2]1[CH:3]=[C:4]([CH:50]=[CH:51][CH:52]=1)[CH2:5][N:6]1[CH:10]=[C:9]([C:11]2[C:19]3[C:14](=[N:15][CH:16]=[C:17]([C:20]4[CH:25]=[CH:24][C:23]([N:26]5[CH2:31][CH2:30][N:29](C(OC(C)(C)C)=O)[CH2:28][CH2:27]5)=[C:22]([CH3:39])[CH:21]=4)[CH:18]=3)[N:13]([S:40]([C:43]3[CH:49]=[CH:48][C:46]([CH3:47])=[CH:45][CH:44]=3)(=[O:42])=[O:41])[CH:12]=2)[CH:8]=[N:7]1.CO.[ClH:55]. The catalyst is O1CCOCC1. The product is [ClH:55].[F:1][C:2]1[CH:3]=[C:4]([CH:50]=[CH:51][CH:52]=1)[CH2:5][N:6]1[CH:10]=[C:9]([C:11]2[C:19]3[C:14](=[N:15][CH:16]=[C:17]([C:20]4[CH:25]=[CH:24][C:23]([N:26]5[CH2:27][CH2:28][NH:29][CH2:30][CH2:31]5)=[C:22]([CH3:39])[CH:21]=4)[CH:18]=3)[N:13]([S:40]([C:43]3[CH:44]=[CH:45][C:46]([CH3:47])=[CH:48][CH:49]=3)(=[O:41])=[O:42])[CH:12]=2)[CH:8]=[N:7]1. The yield is 0.955. (7) The reactants are [S:1](Cl)([CH3:4])(=[O:3])=[O:2].[CH2:6]([CH:8]1[CH:12]([C:13]2[N:17]3[C:18]4[CH:24]=[CH:23][N:22]([CH2:25][O:26][CH2:27][CH2:28][Si:29]([CH3:32])([CH3:31])[CH3:30])[C:19]=4[N:20]=[CH:21][C:16]3=[N:15][N:14]=2)[CH2:11][C:10](=[O:33])[CH2:9]1)[CH3:7]. The catalyst is C(Cl)Cl. The product is [CH3:4][S:1]([O:33][CH:10]1[CH2:11][CH:12]([C:13]2[N:17]3[C:18]4[CH:24]=[CH:23][N:22]([CH2:25][O:26][CH2:27][CH2:28][Si:29]([CH3:32])([CH3:31])[CH3:30])[C:19]=4[N:20]=[CH:21][C:16]3=[N:15][N:14]=2)[CH:8]([CH2:6][CH3:7])[CH2:9]1)(=[O:3])=[O:2]. The yield is 0.770. (8) The reactants are [F:1][C:2]1[C:10]([O:11][C:12]2[C:21]3[C:16](=[CH:17][C:18]([O:24][CH2:25][C@H:26]4[CH2:28][O:27]4)=[C:19]([O:22][CH3:23])[CH:20]=3)[N:15]=[CH:14][N:13]=2)=[CH:9][CH:8]=[C:7]2[C:3]=1[CH:4]=[C:5]([CH3:29])[NH:6]2.[C:30]([N:33]1[CH2:38][CH2:37][NH:36][CH2:35][CH2:34]1)(=[O:32])[CH3:31]. No catalyst specified. The product is [C:30]([N:33]1[CH2:38][CH2:37][N:36]([CH2:28][C@@H:26]([OH:27])[CH2:25][O:24][C:18]2[CH:17]=[C:16]3[C:21]([C:12]([O:11][C:10]4[C:2]([F:1])=[C:3]5[C:7](=[CH:8][CH:9]=4)[NH:6][C:5]([CH3:29])=[CH:4]5)=[N:13][CH:14]=[N:15]3)=[CH:20][C:19]=2[O:22][CH3:23])[CH2:35][CH2:34]1)(=[O:32])[CH3:31]. The yield is 0.660. (9) The reactants are Cl[CH2:2][C:3]1[C:15]([C:16]([CH3:19])([CH3:18])[CH3:17])=[CH:14][C:13]2[C:12]3[C:7](=[CH:8][C:9]([CH2:24]Cl)=[C:10]([C:20]([CH3:23])([CH3:22])[CH3:21])[CH:11]=3)[CH2:6][C:5]=2[CH:4]=1.[H-].[H-].[H-].[H-].[Li+].[Al+3]. The catalyst is C1COCC1. The product is [CH3:24][C:9]1[C:10]([C:20]([CH3:21])([CH3:22])[CH3:23])=[CH:11][C:12]2[C:13]3[C:5](=[CH:4][C:3]([CH3:2])=[C:15]([C:16]([CH3:19])([CH3:18])[CH3:17])[CH:14]=3)[CH2:6][C:7]=2[CH:8]=1. The yield is 0.850. (10) The reactants are C(OC(=O)[NH:7][C:8]1[CH:9]=[N:10][C:11]([Cl:20])=[CH:12][C:13]=1[C:14]#[C:15][C:16]([CH3:19])([CH3:18])[CH3:17])(C)(C)C.CCCC[N+](CCCC)(CCCC)CCCC.[F-]. The catalyst is C1COCC1. The product is [C:16]([C:15]1[NH:7][C:8]2=[CH:9][N:10]=[C:11]([Cl:20])[CH:12]=[C:13]2[CH:14]=1)([CH3:19])([CH3:18])[CH3:17]. The yield is 0.870.